This data is from Human liver microsome stability data. The task is: Regression/Classification. Given a drug SMILES string, predict its absorption, distribution, metabolism, or excretion properties. Task type varies by dataset: regression for continuous measurements (e.g., permeability, clearance, half-life) or binary classification for categorical outcomes (e.g., BBB penetration, CYP inhibition). Dataset: hlm. (1) The molecule is CNC(=O)c1c(-c2ccc(F)cc2)oc2nc(NCC(F)(F)F)c(-c3cccc(C(=O)NC4(C)CC4)c3)cc12. The result is 0 (unstable in human liver microsomes). (2) The drug is CC[C@@H]1CN2CCc3c([nH]c4ccccc34)[C@@H]2C[C@@H]1/C(=C\OC)C(=O)OC. The result is 1 (stable in human liver microsomes).